This data is from Catalyst prediction with 721,799 reactions and 888 catalyst types from USPTO. The task is: Predict which catalyst facilitates the given reaction. Reactant: [CH3:1][O:2][C:3]1[CH:24]=[C:23]2[C:6]([CH2:7][C:8]3[C:13]([N:14]4[CH2:19][CH2:18][CH2:17][CH2:16][CH2:15]4)=[C:12]([C:20]#[N:21])[C:11](=O)O[C:9]=32)=[CH:5][CH:4]=1.[H-].[Na+]. Product: [CH3:1][O:2][C:3]1[CH:24]=[CH:23][C:6]2[CH2:7][C:8]3[C:13]([N:14]4[CH2:19][CH2:18][CH2:17][CH2:16][CH2:15]4)=[C:12]([C:20]#[N:21])[C:11]4[CH2:7][C:6]5[CH:5]=[CH:4][CH:3]=[CH:24][C:23]=5[C:9]=4[C:9]=3[C:5]=2[CH:4]=1. The catalyst class is: 1.